Task: Predict the product of the given reaction.. Dataset: Forward reaction prediction with 1.9M reactions from USPTO patents (1976-2016) (1) Given the reactants [Cl:1][C:2]1[CH:17]=[CH:16][C:5]([C:6]([NH:8][C:9]2[CH:14]=[CH:13][NH:12][C:11](=[O:15])[CH:10]=2)=[O:7])=[C:4]([O:18][C:19]2[CH:24]=[CH:23][C:22]([F:25])=[CH:21][C:20]=2[CH3:26])[CH:3]=1.ClC([O:30][CH2:31]Cl)=O.CN(C=O)C.[C:38]([O:42][P:43](O[K])([O:45][C:46]([CH3:49])([CH3:48])[CH3:47])=[O:44])([CH3:41])([CH3:40])[CH3:39], predict the reaction product. The product is: [P:43]([O:30][CH2:31][N:12]1[CH:13]=[CH:14][C:9]([NH:8][C:6](=[O:7])[C:5]2[CH:16]=[CH:17][C:2]([Cl:1])=[CH:3][C:4]=2[O:18][C:19]2[CH:24]=[CH:23][C:22]([F:25])=[CH:21][C:20]=2[CH3:26])=[CH:10][C:11]1=[O:15])([O:42][C:38]([CH3:41])([CH3:40])[CH3:39])([O:45][C:46]([CH3:47])([CH3:48])[CH3:49])=[O:44]. (2) Given the reactants [CH3:1][N:2]1[C:6]([C:7]2[CH:17]=[CH:16][C:10]3[CH2:11][CH2:12][NH:13][CH2:14][CH2:15][C:9]=3[CH:8]=2)=[CH:5][C:4]([CH3:18])=[N:3]1.Br[CH2:20][CH2:21][CH2:22][Cl:23], predict the reaction product. The product is: [Cl:23][CH2:22][CH2:21][CH2:20][N:13]1[CH2:12][CH2:11][C:10]2[CH:16]=[CH:17][C:7]([C:6]3[N:2]([CH3:1])[N:3]=[C:4]([CH3:18])[CH:5]=3)=[CH:8][C:9]=2[CH2:15][CH2:14]1. (3) Given the reactants [F:1][C:2]1[CH:7]=[CH:6][CH:5]=[CH:4][C:3]=1[N:8]1[C:12]([CH2:13][O:14][CH3:15])=[C:11]([C:16]([OH:18])=O)[N:10]=[N:9]1.[F:19][C:20]1[CH:25]=[C:24]([F:26])[CH:23]=[CH:22][C:21]=1[C:27](=[NH:30])[NH:28]O, predict the reaction product. The product is: [F:19][C:20]1[CH:25]=[C:24]([F:26])[CH:23]=[CH:22][C:21]=1[C:27]1[N:30]=[C:16]([C:11]2[N:10]=[N:9][N:8]([C:3]3[CH:4]=[CH:5][CH:6]=[CH:7][C:2]=3[F:1])[C:12]=2[CH2:13][O:14][CH3:15])[O:18][N:28]=1. (4) Given the reactants [CH2:1]([N:5]1[CH2:9][CH2:8][CH2:7][CH:6]1[CH3:10])[CH2:2][C:3]#[CH:4].[Br:11][C:12]1[CH:17]=[CH:16][C:15]([NH2:18])=[C:14](I)[CH:13]=1, predict the reaction product. The product is: [Br:11][C:12]1[CH:17]=[CH:16][C:15]([NH2:18])=[C:14]([C:4]#[C:3][CH2:2][CH2:1][N:5]2[CH2:9][CH2:8][CH2:7][CH:6]2[CH3:10])[CH:13]=1. (5) Given the reactants Br[C:2]1[CH:16]=[CH:15][C:5]2[N:6]([CH:9]3[CH2:14][CH2:13][CH2:12][CH2:11][O:10]3)[CH:7]=[N:8][C:4]=2[C:3]=1[O:17][CH3:18].[CH:19](/B(O)O)=[CH:20]\[C:21]1[CH:26]=[CH:25][CH:24]=[CH:23][CH:22]=1.C([O-])([O-])=O.[Cs+].[Cs+], predict the reaction product. The product is: [CH3:18][O:17][C:3]1[C:4]2[N:8]=[CH:7][N:6]([CH:9]3[CH2:14][CH2:13][CH2:12][CH2:11][O:10]3)[C:5]=2[CH:15]=[CH:16][C:2]=1[CH:19]=[CH:20][C:21]1[CH:26]=[CH:25][CH:24]=[CH:23][CH:22]=1. (6) Given the reactants [CH2:1]([C:3]1[N:8]=[C:7]([CH2:9]O)[CH:6]=[CH:5][C:4]=1[C:11]1[N:15]=[C:14]([C:16]2[CH:21]=[CH:20][C:19]([CH2:22][CH:23]([CH3:25])[CH3:24])=[C:18]([F:26])[CH:17]=2)[O:13][N:12]=1)[CH3:2].C(Br)(Br)(Br)Br.C1(P(C2C=CC=CC=2)C2C=CC=CC=2)C=CC=CC=1.Cl.[NH:52]1[CH2:55][CH:54]([C:56]([O:58][CH3:59])=[O:57])[CH2:53]1.C(N(CC)C(C)C)(C)C, predict the reaction product. The product is: [CH2:1]([C:3]1[N:8]=[C:7]([CH2:9][N:52]2[CH2:55][CH:54]([C:56]([O:58][CH3:59])=[O:57])[CH2:53]2)[CH:6]=[CH:5][C:4]=1[C:11]1[N:15]=[C:14]([C:16]2[CH:21]=[CH:20][C:19]([CH2:22][CH:23]([CH3:25])[CH3:24])=[C:18]([F:26])[CH:17]=2)[O:13][N:12]=1)[CH3:2].